Regression/Classification. Given a drug SMILES string, predict its absorption, distribution, metabolism, or excretion properties. Task type varies by dataset: regression for continuous measurements (e.g., permeability, clearance, half-life) or binary classification for categorical outcomes (e.g., BBB penetration, CYP inhibition). Dataset: cyp2c9_veith. From a dataset of CYP2C9 inhibition data for predicting drug metabolism from PubChem BioAssay. (1) The molecule is NC1CCCCC1.NP(=O)(O)N(CCCl)CCCl. The result is 0 (non-inhibitor). (2) The molecule is CCCN(CCC)CCNC(=O)C1CCCN(S(=O)(=O)c2ccc3c(c2)oc(=O)n3C)C1. The result is 0 (non-inhibitor). (3) The compound is O=c1c(-c2ccc(F)cc2)nc2cnc(Nc3ccccc3)nc2n1C[C@H]1CCCO1. The result is 0 (non-inhibitor).